Dataset: Forward reaction prediction with 1.9M reactions from USPTO patents (1976-2016). Task: Predict the product of the given reaction. (1) Given the reactants [Br:1][C:2]1[CH:7]=[C:6]([CH3:8])[CH:5]=[CH:4][C:3]=1C(=O)C=[N+]=[N-].CCN(CC)CC.C[CH2:22][O:23][C:24]([CH3:26])=[O:25], predict the reaction product. The product is: [Br:1][C:2]1[CH:7]=[C:6]([CH3:8])[CH:5]=[CH:4][C:3]=1[CH2:26][C:24]([O:23][CH3:22])=[O:25]. (2) Given the reactants [CH3:1][C:2]1[N:7]=[C:6]2[S:8][C:9]3[CH2:14][CH2:13][CH2:12][CH2:11][C:10]=3[C:5]2=[C:4]([C:15]2[CH:20]=[CH:19][C:18]([CH3:21])=[CH:17][CH:16]=2)[C:3]=1[CH2:22]Br.[CH3:24][O:25][P:26]([O:29]C)[O:27][CH3:28], predict the reaction product. The product is: [CH3:1][C:2]1[N:7]=[C:6]2[S:8][C:9]3[CH2:14][CH2:13][CH2:12][CH2:11][C:10]=3[C:5]2=[C:4]([C:15]2[CH:20]=[CH:19][C:18]([CH3:21])=[CH:17][CH:16]=2)[C:3]=1[CH2:22][P:26](=[O:29])([O:27][CH3:28])[O:25][CH3:24]. (3) Given the reactants [CH3:1][C:2]1([CH3:17])[CH2:6][O:5][C:4]([C:7]2[CH:16]=[CH:15][C:10]([C:11]([O:13]C)=[O:12])=[CH:9][CH:8]=2)=[N:3]1.[Li+].[OH-], predict the reaction product. The product is: [CH3:1][C:2]1([CH3:17])[CH2:6][O:5][C:4]([C:7]2[CH:16]=[CH:15][C:10]([C:11]([OH:13])=[O:12])=[CH:9][CH:8]=2)=[N:3]1. (4) The product is: [CH2:1]([S:6]([Cl:13])(=[O:9])=[O:7])[CH2:2][CH2:3][CH2:4][CH3:5]. Given the reactants [CH2:1]([S:6]([OH:9])(=O)=[O:7])[CH2:2][CH2:3][CH2:4][CH3:5].[Na].S(Cl)([Cl:13])=O, predict the reaction product. (5) Given the reactants [Br:1][C:2]1[CH:3]=[N:4][N:5]2[C:10](=O)[NH:9][CH:8]=[N:7][C:6]=12.[NH2:12][C@@H:13]1[C:21]2[C:16](=[CH:17][CH:18]=[CH:19][CH:20]=2)[CH2:15][CH2:14]1.C(N(CC)CC)C, predict the reaction product. The product is: [Br:1][C:2]1[CH:3]=[N:4][N:5]2[C:10]([NH:12][C@@H:13]3[C:21]4[C:16](=[CH:17][CH:18]=[CH:19][CH:20]=4)[CH2:15][CH2:14]3)=[N:9][CH:8]=[N:7][C:6]=12. (6) The product is: [N+:2]([C:5]1[CH:14]=[C:13]2[C:8]([CH2:9][CH2:10][N:11]([C:22]([O:24][C:25]([CH3:28])([CH3:27])[CH3:26])=[O:23])[CH2:12]2)=[CH:7][CH:6]=1)([O-:4])=[O:3]. Given the reactants Cl.[N+:2]([C:5]1[CH:14]=[C:13]2[C:8]([CH2:9][CH2:10][NH:11][CH2:12]2)=[CH:7][CH:6]=1)([O-:4])=[O:3].C(N(CC)CC)C.[C:22](O[C:22]([O:24][C:25]([CH3:28])([CH3:27])[CH3:26])=[O:23])([O:24][C:25]([CH3:28])([CH3:27])[CH3:26])=[O:23], predict the reaction product. (7) Given the reactants Br[C:2]1[CH:3]=[N:4][C:5]([NH2:8])=[N:6][CH:7]=1.[CH3:9][C:10]1[CH:11]=[C:12](B(O)O)[CH:13]=[CH:14][C:15]=1[CH3:16].O1CCOCC1.C(=O)([O-])[O-].[Na+].[Na+], predict the reaction product. The product is: [CH3:9][C:10]1[CH:11]=[C:12]([C:2]2[CH:3]=[N:4][C:5]([NH2:8])=[N:6][CH:7]=2)[CH:13]=[CH:14][C:15]=1[CH3:16]. (8) Given the reactants [C:1]([N:5]([C:7](=[O:16])[C:8]1[CH:13]=[C:12]([CH3:14])[CH:11]=[C:10]([CH3:15])[CH:9]=1)[NH2:6])([CH3:4])([CH3:3])[CH3:2].C([O-])([O-])=O.[K+].[K+].C(Cl)Cl.[N+:26]([C:29]1[CH:30]=[C:31]([CH:35]=[CH:36][C:37]=1[B:38]1[O:42][C:41]([CH3:44])([CH3:43])[C:40]([CH3:46])([CH3:45])[O:39]1)[C:32](Cl)=[O:33])([O-:28])=[O:27], predict the reaction product. The product is: [C:1]([N:5]([C:7](=[O:16])[C:8]1[CH:9]=[C:10]([CH3:15])[CH:11]=[C:12]([CH3:14])[CH:13]=1)[NH:6][C:32](=[O:33])[C:31]1[CH:35]=[CH:36][C:37]([B:38]2[O:42][C:41]([CH3:43])([CH3:44])[C:40]([CH3:46])([CH3:45])[O:39]2)=[C:29]([N+:26]([O-:28])=[O:27])[CH:30]=1)([CH3:4])([CH3:3])[CH3:2]. (9) Given the reactants C([Li])CCC.Br[C:7]1[CH:8]=[N:9][CH:10]=[CH:11][C:12]=1[C:13]([F:16])([F:15])[F:14].CN(C)[CH:19]=[O:20], predict the reaction product. The product is: [F:14][C:13]([F:16])([F:15])[C:12]1[C:7]([CH:19]=[O:20])=[CH:8][N:9]=[CH:10][CH:11]=1. (10) Given the reactants [F:1][CH:2]([F:24])[C:3]1[N:14](S(C2C=CC=CC=2)(=O)=O)[C:6]2=[N:7][CH:8]=[CH:9][C:10](B(O)O)=[C:5]2[CH:4]=1.Cl[C:26]1[N:31]=[CH:30][C:29]([S:32]([N:35]([CH:37]2[CH2:42][CH2:41][S:40](=[O:44])(=[O:43])[CH2:39][CH2:38]2)[CH3:36])(=[O:34])=[O:33])=[CH:28][CH:27]=1.C(=O)(O)[O-].[Na+].CCCC[N+](CCCC)(CCCC)CCCC.[F-], predict the reaction product. The product is: [F:24][CH:2]([F:1])[C:3]1[NH:14][C:6]2=[N:7][CH:8]=[CH:9][C:10]([C:26]3[N:31]=[CH:30][C:29]([S:32]([N:35]([CH:37]4[CH2:38][CH2:39][S:40](=[O:43])(=[O:44])[CH2:41][CH2:42]4)[CH3:36])(=[O:33])=[O:34])=[CH:28][CH:27]=3)=[C:5]2[CH:4]=1.